Regression/Classification. Given an antibody's heavy chain and light chain sequences, predict its developability. TAP uses regression for 5 developability metrics; SAbDab uses binary classification. From a dataset of Antibody developability classification from SAbDab with 2,409 antibodies. The antibody is ['QVQLQQSGPELVKPGASVKMSCKASGYTFTDYVISWVKQRTGQGLEWIGEFYPGTDSTYYTENFKGRATLTADKSSKTAYMQLSSLTSEDSAVYFCATAFDYWGQGTTLTVSS', 'DIVLTQSPASLAVSLGQRATISCRASKSVSTSGYSYMHWNQQKPGQPPRLLIYLVSNLESGVPARFSGSGSGTDFTLNIAPVEEEDAATYYCQHIAELTRTFGGGTKLEIK']. Result: 0 (not developable).